From a dataset of Peptide-MHC class II binding affinity with 134,281 pairs from IEDB. Regression. Given a peptide amino acid sequence and an MHC pseudo amino acid sequence, predict their binding affinity value. This is MHC class II binding data. (1) The peptide sequence is VGINTRNMTMSMSMI. The MHC is HLA-DQA10303-DQB10402 with pseudo-sequence HLA-DQA10303-DQB10402. The binding affinity (normalized) is 0.370. (2) The peptide sequence is DMTPADALDD. The MHC is HLA-DQA10501-DQB10301 with pseudo-sequence HLA-DQA10501-DQB10301. The binding affinity (normalized) is 0.209.